From a dataset of NCI-60 drug combinations with 297,098 pairs across 59 cell lines. Regression. Given two drug SMILES strings and cell line genomic features, predict the synergy score measuring deviation from expected non-interaction effect. Drug 1: CN1CCC(CC1)COC2=C(C=C3C(=C2)N=CN=C3NC4=C(C=C(C=C4)Br)F)OC. Drug 2: CNC(=O)C1=CC=CC=C1SC2=CC3=C(C=C2)C(=NN3)C=CC4=CC=CC=N4. Cell line: A549. Synergy scores: CSS=20.3, Synergy_ZIP=0.105, Synergy_Bliss=4.96, Synergy_Loewe=4.65, Synergy_HSA=6.28.